From a dataset of Full USPTO retrosynthesis dataset with 1.9M reactions from patents (1976-2016). Predict the reactants needed to synthesize the given product. (1) Given the product [OH:8][C:9]1[CH:14]=[CH:13][C:12]([NH:15][C:16](=[O:28])[NH:17][CH2:18][CH2:19][NH:20][C:21](=[O:27])[O:22][C:23]([CH3:24])([CH3:25])[CH3:26])=[CH:11][CH:10]=1, predict the reactants needed to synthesize it. The reactants are: C([O:8][C:9]1[CH:14]=[CH:13][C:12]([NH:15][C:16](=[O:28])[NH:17][CH2:18][CH2:19][NH:20][C:21](=[O:27])[O:22][C:23]([CH3:26])([CH3:25])[CH3:24])=[CH:11][CH:10]=1)C1C=CC=CC=1.C(Cl)(Cl)Cl. (2) Given the product [Cl:1][C:2]1[CH:10]=[CH:9][C:8]([O:11][CH2:12][C:13]2[CH:18]=[CH:17][CH:16]=[CH:15][CH:14]=2)=[C:7]2[C:3]=1[CH:4]([OH:32])[N:5]([C:20]1[CH:25]=[CH:24][C:23]([CH2:26][C:27]([O:29][CH2:30][CH3:31])=[O:28])=[CH:22][CH:21]=1)[C:6]2=[O:19].[Cl:1][C:2]1[CH:10]=[CH:9][C:8]([O:11][CH2:12][C:13]2[CH:18]=[CH:17][CH:16]=[CH:15][CH:14]=2)=[C:7]2[C:3]=1[C:4](=[O:32])[N:5]([C:20]1[CH:25]=[CH:24][C:23]([CH2:26][C:27]([O:29][CH2:30][CH3:31])=[O:28])=[CH:22][CH:21]=1)[CH:6]2[OH:19], predict the reactants needed to synthesize it. The reactants are: [Cl:1][C:2]1[CH:10]=[CH:9][C:8]([O:11][CH2:12][C:13]2[CH:18]=[CH:17][CH:16]=[CH:15][CH:14]=2)=[C:7]2[C:3]=1[C:4](=[O:32])[N:5]([C:20]1[CH:25]=[CH:24][C:23]([CH2:26][C:27]([O:29][CH2:30][CH3:31])=[O:28])=[CH:22][CH:21]=1)[C:6]2=[O:19].[BH4-].[Na+].